This data is from Full USPTO retrosynthesis dataset with 1.9M reactions from patents (1976-2016). The task is: Predict the reactants needed to synthesize the given product. (1) Given the product [NH2:1][C:2]1[N:6]([CH:7]2[CH2:12][CH:11]3[CH2:13][CH:8]2[CH2:9][N:10]3[C:31]#[N:30])[N:5]=[C:4]([C:14]2[CH:15]=[CH:16][C:17]([O:20][C:21]3[CH:26]=[CH:25][CH:24]=[CH:23][CH:22]=3)=[CH:18][CH:19]=2)[C:3]=1[C:27]([NH2:29])=[O:28], predict the reactants needed to synthesize it. The reactants are: [NH2:1][C:2]1[N:6]([CH:7]2[CH2:12][CH:11]3[CH2:13][CH:8]2[CH2:9][NH:10]3)[N:5]=[C:4]([C:14]2[CH:19]=[CH:18][C:17]([O:20][C:21]3[CH:26]=[CH:25][CH:24]=[CH:23][CH:22]=3)=[CH:16][CH:15]=2)[C:3]=1[C:27]([NH2:29])=[O:28].[N:30]#[C:31]Br.C([O-])([O-])=O.[Cs+].[Cs+].O. (2) Given the product [O:4]1[C@H:5]2[CH2:10][CH2:9][CH2:8][CH2:7][C@@H:6]2[NH:11][C:2]1=[O:3], predict the reactants needed to synthesize it. The reactants are: Cl[C:2]([O:4][C:5]1[CH:10]=[CH:9][CH:8]=[CH:7][C:6]=1[N+:11]([O-])=O)=[O:3].CCN(C(C)C)C(C)C.CCOC(C)=O.C([O-])(O)=O.[Na+]. (3) Given the product [CH3:1][S:2]([O:6][CH2:7][C@@H:8]1[O:12][C:11](=[O:13])[N:10]([C:14]2[CH:25]=[CH:24][C:17]3[N:18]([CH3:23])[C:19](=[O:22])[O:20][CH2:21][C:16]=3[CH:15]=2)[CH2:9]1)(=[O:4])=[O:3], predict the reactants needed to synthesize it. The reactants are: [CH3:1][S:2](Cl)(=[O:4])=[O:3].[OH:6][CH2:7][C@@H:8]1[O:12][C:11](=[O:13])[N:10]([C:14]2[CH:25]=[CH:24][C:17]3[N:18]([CH3:23])[C:19](=[O:22])[O:20][CH2:21][C:16]=3[CH:15]=2)[CH2:9]1.C(N(CC)CC)C. (4) Given the product [CH3:14][C:8]([CH:5]1[CH2:4][CH2:3][C:2](=[O:1])[CH2:7][O:6]1)([CH3:13])[C:9]([O:11][CH3:12])=[O:10], predict the reactants needed to synthesize it. The reactants are: [OH:1][CH:2]1[CH2:7][O:6][CH:5]([C:8]([CH3:14])([CH3:13])[C:9]([O:11][CH3:12])=[O:10])[CH2:4][CH2:3]1.C1C=C[NH+]=CC=1.[O-][Cr](Cl)(=O)=O. (5) Given the product [Br:19][C:16]1[CH:17]=[CH:18][C:13]([C:11](=[O:12])[CH2:10][NH:9][C:20](=[O:21])[O:22][C:23]([CH3:26])([CH3:25])[CH3:24])=[CH:14][CH:15]=1, predict the reactants needed to synthesize it. The reactants are: C(=O)([O-])O.[Na+].CO.Cl.[NH2:9][CH2:10][C:11]([C:13]1[CH:18]=[CH:17][C:16]([Br:19])=[CH:15][CH:14]=1)=[O:12].[C:20](O[C:20]([O:22][C:23]([CH3:26])([CH3:25])[CH3:24])=[O:21])([O:22][C:23]([CH3:26])([CH3:25])[CH3:24])=[O:21]. (6) Given the product [CH3:2][C:3]1[N:10]2[C:6](=[N:7][C:8]3[CH:14]=[CH:13][C:12]([C:15]([F:18])([F:16])[F:17])=[CH:11][C:9]=32)[S:5][CH:4]=1, predict the reactants needed to synthesize it. The reactants are: [I-].[CH3:2][C:3]1[N:10]2[C:6](=[NH+:7][C:8]3[CH:14]=[CH:13][C:12]([C:15]([F:18])([F:17])[F:16])=[CH:11][C:9]=32)[S:5][CH:4]=1.C([O-])(O)=O.[Na+].